The task is: Predict the reactants needed to synthesize the given product.. This data is from Full USPTO retrosynthesis dataset with 1.9M reactions from patents (1976-2016). (1) Given the product [CH:11]([N:9]1[CH2:10][CH:7]([CH2:6][CH2:5][OH:4])[CH2:8]1)([C:18]1[CH:23]=[CH:22][CH:21]=[CH:20][CH:19]=1)[C:12]1[CH:13]=[CH:14][CH:15]=[CH:16][CH:17]=1, predict the reactants needed to synthesize it. The reactants are: [Li].C([O:4][C:5](=O)[CH:6]=[C:7]1[CH2:10][N:9]([CH:11]([C:18]2[CH:23]=[CH:22][CH:21]=[CH:20][CH:19]=2)[C:12]2[CH:17]=[CH:16][CH:15]=[CH:14][CH:13]=2)[CH2:8]1)C.O.[OH-].[Na+]. (2) Given the product [C:41]([C:35]1([C:38](=[O:40])[NH:60][C:56]2[CH:55]=[C:54]([C:53]([F:61])([F:52])[F:62])[CH:59]=[CH:58][N:57]=2)[CH2:34][CH2:33][N:32]([C:30]([O:29][C:25]([CH3:26])([CH3:27])[CH3:28])=[O:31])[CH2:37][CH2:36]1)#[N:42], predict the reactants needed to synthesize it. The reactants are: CN(C(ON1N=NC2C=CC=NC1=2)=[N+](C)C)C.F[P-](F)(F)(F)(F)F.[C:25]([O:29][C:30]([N:32]1[CH2:37][CH2:36][C:35]([C:41]#[N:42])([C:38]([OH:40])=O)[CH2:34][CH2:33]1)=[O:31])([CH3:28])([CH3:27])[CH3:26].CCN(C(C)C)C(C)C.[F:52][C:53]([F:62])([F:61])[C:54]1[CH:59]=[CH:58][N:57]=[C:56]([NH2:60])[CH:55]=1. (3) Given the product [CH3:37][O:38][C:39](=[O:40])[CH2:41][CH2:42][C:43]1[CH:48]=[CH:47][C:46]([S:49]([N:16]2[C:17]3[C:22](=[CH:21][CH:20]=[CH:19][CH:18]=3)[N:13]([C:11]([C:10]3[C:5]([O:4][C:3]4[CH:23]=[C:24]([Cl:27])[CH:25]=[CH:26][C:2]=4[Cl:1])=[N:6][CH:7]=[CH:8][CH:9]=3)=[O:12])[CH2:14][CH2:15]2)(=[O:50])=[O:51])=[CH:45][CH:44]=1, predict the reactants needed to synthesize it. The reactants are: [Cl:1][C:2]1[CH:26]=[CH:25][C:24]([Cl:27])=[CH:23][C:3]=1[O:4][C:5]1[C:10]([C:11]([N:13]2[C:22]3[C:17](=[CH:18][CH:19]=[CH:20][CH:21]=3)[NH:16][CH2:15][CH2:14]2)=[O:12])=[CH:9][CH:8]=[CH:7][N:6]=1.C(N(C(C)C)C(C)C)C.[CH3:37][O:38][C:39]([CH2:41][CH2:42][C:43]1[CH:48]=[CH:47][C:46]([S:49](Cl)(=[O:51])=[O:50])=[CH:45][CH:44]=1)=[O:40]. (4) Given the product [CH3:23][C:15]1[N:16]=[C:17]([NH:19][C:20]([NH2:22])=[NH:21])[S:18][C:14]=1[C:12]1[N:36]=[C:34]([NH:33][C:30]2[CH:31]=[CH:32][C:27]([N+:24]([O-:26])=[O:25])=[CH:28][CH:29]=2)[S:35][CH:11]=1, predict the reactants needed to synthesize it. The reactants are: NC1C=CC(NC2S[CH:11]=[C:12]([C:14]3[S:18][C:17]([NH:19][C:20]([NH2:22])=[NH:21])=[N:16][C:15]=3[CH3:23])N=2)=CC=1.[N+:24]([C:27]1[CH:32]=[CH:31][C:30]([NH:33][C:34]([NH2:36])=[S:35])=[CH:29][CH:28]=1)([O-:26])=[O:25]. (5) Given the product [Cl:23][C:11]1[CH:10]=[CH:9][C:14]([NH:3][C:24](=[O:33])[C:25]2[CH:30]=[CH:29][C:28]([O:31][CH3:32])=[CH:27][CH:26]=2)=[CH:13][C:12]=1[NH:15][C:16]1[CH2:20][CH2:19][C:18](=[O:21])[C:17]=1[CH3:22], predict the reactants needed to synthesize it. The reactants are: C([N:3](CC)CC)C.N[C:9]1[CH:14]=[CH:13][C:12]([NH:15][C:16]2[CH2:20][CH2:19][C:18](=[O:21])[C:17]=2[CH3:22])=[C:11]([Cl:23])[CH:10]=1.[C:24](Cl)(=[O:33])[C:25]1[CH:30]=[CH:29][C:28]([O:31][CH3:32])=[CH:27][CH:26]=1. (6) Given the product [CH3:1][O:2][C:3]1[CH:8]=[CH:7][CH:6]=[CH:5][C:4]=1[N:9]1[CH2:10][CH2:11][N:12]([CH2:15][CH2:16][CH:17]([C:18]2[CH:23]=[CH:22][CH:21]=[CH:20][CH:19]=2)[CH:24]([CH:26]2[CH2:31][CH2:30][CH2:29][CH2:28][CH2:27]2)[OH:25])[CH2:13][CH2:14]1, predict the reactants needed to synthesize it. The reactants are: [CH3:1][O:2][C:3]1[CH:8]=[CH:7][CH:6]=[CH:5][C:4]=1[N:9]1[CH2:14][CH2:13][N:12]([CH2:15][CH2:16][CH:17]([C:24]([CH:26]2[CH2:31][CH2:30][CH2:29][CH2:28][CH2:27]2)=[O:25])[C:18]2[CH:23]=[CH:22][CH:21]=[CH:20][CH:19]=2)[CH2:11][CH2:10]1.CC(C[Al]CC(C)C)C. (7) The reactants are: Cl[C:2]1[CH:3]=[CH:4][C:5]2[N:6]([CH:8]=[CH:9][N:10]=2)[N:7]=1.O.[NH3:12]. Given the product [N:10]1[CH:9]=[CH:8][N:6]2[C:5]=1[CH:4]=[CH:3][C:2]([NH2:12])=[N:7]2, predict the reactants needed to synthesize it.